This data is from Forward reaction prediction with 1.9M reactions from USPTO patents (1976-2016). The task is: Predict the product of the given reaction. (1) Given the reactants [BH4-].[Na+].[CH3:3][O:4][C:5]1[CH:6]=[C:7]2[C:12](=[CH:13][CH:14]=1)[C:11](=[O:15])[CH2:10][CH2:9][CH2:8]2.[BH4-].O, predict the reaction product. The product is: [CH3:3][O:4][C:5]1[CH:6]=[C:7]2[C:12](=[CH:13][CH:14]=1)[CH:11]([OH:15])[CH2:10][CH2:9][CH2:8]2. (2) Given the reactants [CH2:1]([O:3][C:4]([O:6][Si](C)(C)C)=[CH2:5])[CH3:2].[CH3:11][O:12][C:13]1[CH:27]=[CH:26][C:16]([CH2:17][O:18][CH2:19][CH:20]([CH2:23][CH:24]=[CH2:25])[CH:21]=[O:22])=[CH:15][CH:14]=1, predict the reaction product. The product is: [OH:22][CH:21]([CH:20]([CH2:19][O:18][CH2:17][C:16]1[CH:15]=[CH:14][C:13]([O:12][CH3:11])=[CH:27][CH:26]=1)[CH2:23][CH:24]=[CH2:25])[CH2:6][C:4]([O:3][CH2:1][CH3:2])=[O:5].